From a dataset of Peptide-MHC class I binding affinity with 185,985 pairs from IEDB/IMGT. Regression. Given a peptide amino acid sequence and an MHC pseudo amino acid sequence, predict their binding affinity value. This is MHC class I binding data. (1) The peptide sequence is YEVPAALIL. The MHC is HLA-B48:01 with pseudo-sequence HLA-B48:01. The binding affinity (normalized) is 0.0847. (2) The peptide sequence is GVNACQVGV. The MHC is HLA-B15:01 with pseudo-sequence HLA-B15:01. The binding affinity (normalized) is 0.0847. (3) The peptide sequence is AVDLSHFLR. The MHC is HLA-B27:05 with pseudo-sequence HLA-B27:05. The binding affinity (normalized) is 0. (4) The peptide sequence is FRAPNTREL. The MHC is HLA-B15:01 with pseudo-sequence HLA-B15:01. The binding affinity (normalized) is 0.0847. (5) The peptide sequence is VYENAFLPF. The MHC is HLA-A24:02 with pseudo-sequence HLA-A24:02. The binding affinity (normalized) is 0.337. (6) The peptide sequence is NLVQYRILPM. The MHC is HLA-A02:06 with pseudo-sequence HLA-A02:06. The binding affinity (normalized) is 0.0659. (7) The peptide sequence is YAYEPGSVM. The MHC is HLA-B35:01 with pseudo-sequence HLA-B35:01. The binding affinity (normalized) is 0.936. (8) The MHC is HLA-A02:11 with pseudo-sequence HLA-A02:11. The peptide sequence is TEGEGRVIL. The binding affinity (normalized) is 0.0847. (9) The peptide sequence is KLQDCTMLV. The MHC is HLA-A02:02 with pseudo-sequence HLA-A02:02. The binding affinity (normalized) is 0.727. (10) The binding affinity (normalized) is 0.0847. The peptide sequence is RTGDIGCFK. The MHC is HLA-B08:01 with pseudo-sequence HLA-B08:01.